Dataset: Reaction yield outcomes from USPTO patents with 853,638 reactions. Task: Predict the reaction yield, written as a fraction of the theoretical maximum amount of product (1.0 means a 100% yield; for example, 0.34 means a 34% yield). The reactants are Cl.C(N=C=NCCCN(C)C)C.[N:13]1([C:18]([NH:20][C:21]2([C:27]([OH:29])=O)[CH2:26][CH2:25][CH2:24][CH2:23][CH2:22]2)=[O:19])[CH2:17][CH2:16][CH2:15][CH2:14]1.Cl.[NH2:31][C@@H:32]([CH:46]([CH3:48])[CH3:47])[C@@H:33]([OH:45])[C:34]([NH:36][C@H:37]1[CH2:43][CH2:42][CH2:41][CH2:40][NH:39][C:38]1=[O:44])=[O:35].C(N(CC)CC)C.ON1C2C=CC=CC=2N=N1. The catalyst is C(Cl)Cl. The product is [O:44]=[C:38]1[C@@H:37]([NH:36][C:34](=[O:35])[C@H:33]([OH:45])[C@@H:32]([NH:31][C:27]([C:21]2([NH:20][C:18]([N:13]3[CH2:14][CH2:15][CH2:16][CH2:17]3)=[O:19])[CH2:22][CH2:23][CH2:24][CH2:25][CH2:26]2)=[O:29])[CH:46]([CH3:48])[CH3:47])[CH2:43][CH2:42][CH2:41][CH2:40][NH:39]1. The yield is 0.420.